This data is from Catalyst prediction with 721,799 reactions and 888 catalyst types from USPTO. The task is: Predict which catalyst facilitates the given reaction. (1) Reactant: [C:1]([O:4][C@@H:5]1[CH2:9][C@H:8]([C:10]2[N:14]3[C:15]4[C:21]([Cl:22])=[CH:20][N:19]([S:23]([C:26]5[CH:32]=[CH:31][C:29]([CH3:30])=[CH:28][CH:27]=5)(=[O:25])=[O:24])[C:16]=4[N:17]=[CH:18][C:13]3=[CH:12][N:11]=2)[N:7]([C:33](=[O:35])[CH3:34])[CH2:6]1)(=[O:3])[CH3:2].C1C(=O)N([Br:43])C(=O)C1. Product: [C:1]([O:4][C@@H:5]1[CH2:9][C@H:8]([C:10]2[N:14]3[C:15]4[C:21]([Cl:22])=[CH:20][N:19]([S:23]([C:26]5[CH:27]=[CH:28][C:29]([CH3:30])=[CH:31][CH:32]=5)(=[O:24])=[O:25])[C:16]=4[N:17]=[CH:18][C:13]3=[C:12]([Br:43])[N:11]=2)[N:7]([C:33](=[O:35])[CH3:34])[CH2:6]1)(=[O:3])[CH3:2]. The catalyst class is: 1. (2) The catalyst class is: 4. Reactant: [NH2:1][C:2](=O)[CH2:3][N:4]1[CH:9]([NH:10]S(C2C=CC(C)=CC=2)(=O)=O)[CH:8]=[CH:7][C:6]([O:21][C:22]2[CH:23]=[CH:24][C:25]([F:38])=[C:26]([NH:28][C:29]([C:31]3[N:35]([CH3:36])[N:34]=[C:33]([CH3:37])[CH:32]=3)=[O:30])[CH:27]=2)=[CH:5]1.FC(F)(F)C(OC(=O)C(F)(F)F)=O. Product: [NH2:1][C:2]1[N:10]=[C:9]2[CH:8]=[CH:7][C:6]([O:21][C:22]3[CH:23]=[CH:24][C:25]([F:38])=[C:26]([NH:28][C:29]([C:31]4[N:35]([CH3:36])[N:34]=[C:33]([CH3:37])[CH:32]=4)=[O:30])[CH:27]=3)=[CH:5][N:4]2[CH:3]=1.